This data is from Forward reaction prediction with 1.9M reactions from USPTO patents (1976-2016). The task is: Predict the product of the given reaction. (1) Given the reactants [CH3:1][C:2]1([CH3:37])[O:7][C@@H:6]([CH2:8][C:9]([O:11][C:12]([CH3:21])([CH3:20])[CH2:13][C:14]2[CH:19]=[CH:18][CH:17]=[CH:16][CH:15]=2)=[O:10])[CH2:5][C@@H:4]([CH2:22]S(C2N(C3C=CC=CC=3)N=NN=2)(=O)=O)[O:3]1.[F:38][C:39]1[CH:44]=[CH:43][C:42]([C:45]2[C:50]([CH:51]=O)=[C:49]([CH:53]([CH3:55])[CH3:54])[N:48]=[C:47]([N:56]([CH3:61])[S:57]([CH3:60])(=[O:59])=[O:58])[N:46]=2)=[CH:41][CH:40]=1.C[Si]([N-][Si](C)(C)C)(C)C.[Li+].[Cl-].[NH4+], predict the reaction product. The product is: [F:38][C:39]1[CH:40]=[CH:41][C:42]([C:45]2[C:50](/[CH:51]=[CH:22]/[C@H:4]3[O:3][C:2]([CH3:1])([CH3:37])[O:7][C@@H:6]([CH2:8][C:9]([O:11][C:12]([CH3:20])([CH3:21])[CH2:13][C:14]4[CH:19]=[CH:18][CH:17]=[CH:16][CH:15]=4)=[O:10])[CH2:5]3)=[C:49]([CH:53]([CH3:55])[CH3:54])[N:48]=[C:47]([N:56]([CH3:61])[S:57]([CH3:60])(=[O:59])=[O:58])[N:46]=2)=[CH:43][CH:44]=1. (2) Given the reactants [CH3:1][O:2][C:3]([C:5]1[CH:15]=[C:14]([O:16][C:17]2[CH:22]=[CH:21][C:20]([C:23]([N:25]3[CH2:28]C[CH2:26]3)=[O:24])=[CH:19][CH:18]=2)[C:8]2[CH2:9][C:10]([CH3:13])([CH3:12])[O:11][C:7]=2[CH:6]=1)=[O:4].BrC1C=CC(C(N(C)C)=O)=C([F:41])C=1.COC(C1C=C(O)C2CC(C)(C)OC=2C=1)=O, predict the reaction product. The product is: [CH3:1][O:2][C:3]([C:5]1[CH:15]=[C:14]([O:16][C:17]2[CH:22]=[CH:21][C:20]([C:23](=[O:24])[N:25]([CH3:28])[CH3:26])=[C:19]([F:41])[CH:18]=2)[C:8]2[CH2:9][C:10]([CH3:13])([CH3:12])[O:11][C:7]=2[CH:6]=1)=[O:4]. (3) Given the reactants Cl.[NH2:2][OH:3].C(=O)([O-])[O-].[K+].[K+].[I:10][C:11]1[CH:12]=[CH:13][C:14]2[N:15]([CH:17]=[C:18]([C:20]3[CH:27]=[CH:26][C:23]([C:24]#[N:25])=[CH:22][CH:21]=3)[N:19]=2)[CH:16]=1, predict the reaction product. The product is: [OH:3][NH:2][C:24](=[NH:25])[C:23]1[CH:22]=[CH:21][C:20]([C:18]2[N:19]=[C:14]3[CH:13]=[CH:12][C:11]([I:10])=[CH:16][N:15]3[CH:17]=2)=[CH:27][CH:26]=1. (4) Given the reactants [C:1]([O:5][C:6]([N:8]1[CH2:12][C@H:11]([S:13][CH2:14][C:15]2[CH:20]=[CH:19][C:18]([O:21][CH3:22])=[CH:17][CH:16]=2)[CH2:10][C@H:9]1[CH2:23][NH:24][CH2:25][C:26]1[CH:31]=[C:30]([F:32])[CH:29]=[CH:28][C:27]=1[F:33])=[O:7])([CH3:4])([CH3:3])[CH3:2].C(N(C(C)C)C(C)C)C.Cl[C:44]([O:46][CH2:47][CH:48]1[C:60]2[CH:59]=[CH:58][CH:57]=[CH:56][C:55]=2[C:54]2[C:49]1=[CH:50][CH:51]=[CH:52][CH:53]=2)=[O:45].C([O-])(O)=O.[Na+], predict the reaction product. The product is: [C:1]([O:5][C:6]([N:8]1[CH2:12][C@H:11]([S:13][CH2:14][C:15]2[CH:20]=[CH:19][C:18]([O:21][CH3:22])=[CH:17][CH:16]=2)[CH2:10][C@H:9]1[CH2:23][N:24]([CH2:25][C:26]1[CH:31]=[C:30]([F:32])[CH:29]=[CH:28][C:27]=1[F:33])[C:44]([O:46][CH2:47][CH:48]1[C:49]2[CH:50]=[CH:51][CH:52]=[CH:53][C:54]=2[C:55]2[C:60]1=[CH:59][CH:58]=[CH:57][CH:56]=2)=[O:45])=[O:7])([CH3:4])([CH3:2])[CH3:3].